Task: Predict the reaction yield, written as a fraction of the theoretical maximum amount of product (1.0 means a 100% yield; for example, 0.34 means a 34% yield).. Dataset: Reaction yield outcomes from USPTO patents with 853,638 reactions (1) The reactants are [C:1]([Mg]Cl)([CH3:4])([CH3:3])[CH3:2].[Br:7][C:8]1[CH:15]=[CH:14][C:11]([CH:12]=[O:13])=[CH:10][CH:9]=1.[Cl-].[NH4+]. The catalyst is O1CCCC1. The product is [Br:7][C:8]1[CH:15]=[CH:14][C:11]([CH:12]([OH:13])[C:1]([CH3:4])([CH3:3])[CH3:2])=[CH:10][CH:9]=1. The yield is 0.470. (2) The reactants are Br[CH:2]([CH3:12])[C:3]([C:5]1[CH:10]=[CH:9][C:8]([Br:11])=[CH:7][CH:6]=1)=O.[NH2:13][C:14]1[CH:19]=[CH:18][CH:17]=[CH:16][N:15]=1.C(O)C.C(=O)([O-])O.[Na+]. The catalyst is O. The product is [Br:11][C:8]1[CH:9]=[CH:10][C:5]([C:3]2[N:13]=[C:14]3[CH:19]=[CH:18][CH:17]=[CH:16][N:15]3[C:2]=2[CH3:12])=[CH:6][CH:7]=1. The yield is 0.370. (3) The catalyst is O1CCCC1. The product is [Cl:1][C:2]1[C:3]([F:42])=[C:4]([C@@H:8]2[C@:12]([C:15]3[CH:20]=[CH:19][C:18]([Cl:21])=[CH:17][C:16]=3[F:22])([C:13]#[N:14])[C@H:11]([CH2:23][C:24]([CH3:26])([CH3:27])[CH3:25])[NH:10][C@H:9]2[C:28]([NH:30][C:31]2[CH:39]=[CH:38][C:34]([C:35]([O:37][CH2:46][CH2:45][O:44][CH3:43])=[O:36])=[CH:33][C:32]=2[O:40][CH3:41])=[O:29])[CH:5]=[CH:6][CH:7]=1. The reactants are [Cl:1][C:2]1[C:3]([F:42])=[C:4]([C@@H:8]2[C@:12]([C:15]3[CH:20]=[CH:19][C:18]([Cl:21])=[CH:17][C:16]=3[F:22])([C:13]#[N:14])[C@H:11]([CH2:23][C:24]([CH3:27])([CH3:26])[CH3:25])[NH:10][C@H:9]2[C:28]([NH:30][C:31]2[CH:39]=[CH:38][C:34]([C:35]([OH:37])=[O:36])=[CH:33][C:32]=2[O:40][CH3:41])=[O:29])[CH:5]=[CH:6][CH:7]=1.[CH3:43][O:44][CH2:45][CH2:46]O.[H-].[Na+]. The yield is 0.810. (4) The reactants are Br[CH:2]([OH:13])[CH2:3][CH2:4][CH2:5][CH2:6][CH2:7][CH2:8][CH2:9][CH2:10][CH2:11][CH3:12].[N-:14]=[N+:15]=[N-:16].[Na+]. The catalyst is CN(C=O)C. The product is [N:14]([CH2:12][CH2:11][CH2:10][CH2:9][CH2:8][CH2:7][CH2:6][CH2:5][CH2:4][CH2:3][CH2:2][OH:13])=[N+:15]=[N-:16]. The yield is 0.934. (5) The reactants are [OH-].[Na+].Cl.[CH2:4]([O:11][NH2:12])[C:5]1[CH:10]=[CH:9][CH:8]=[CH:7][CH:6]=1.[CH2:13]=O. The catalyst is O.C1(C)C=CC=CC=1. The product is [CH2:4]([O:11][N:12]=[CH2:13])[C:5]1[CH:10]=[CH:9][CH:8]=[CH:7][CH:6]=1. The yield is 0.980. (6) The reactants are [OH:1][CH2:2][C:3]1[CH:8]=[C:7]([CH3:9])[N:6]=[C:5]([O:10][C@@H:11]([C:16]([O:29][CH3:30])([C:23]2[CH:28]=[CH:27][CH:26]=[CH:25][CH:24]=2)[C:17]2[CH:22]=[CH:21][CH:20]=[CH:19][CH:18]=2)[C:12]([O:14]C)=[O:13])[N:4]=1.[OH-].[Na+]. The catalyst is CO.O. The product is [OH:1][CH2:2][C:3]1[CH:8]=[C:7]([CH3:9])[N:6]=[C:5]([O:10][C@@H:11]([C:16]([O:29][CH3:30])([C:17]2[CH:22]=[CH:21][CH:20]=[CH:19][CH:18]=2)[C:23]2[CH:24]=[CH:25][CH:26]=[CH:27][CH:28]=2)[C:12]([OH:14])=[O:13])[N:4]=1. The yield is 0.800.